This data is from Reaction yield outcomes from USPTO patents with 853,638 reactions. The task is: Predict the reaction yield, written as a fraction of the theoretical maximum amount of product (1.0 means a 100% yield; for example, 0.34 means a 34% yield). (1) The reactants are C[N:2](C)/[CH:3]=[CH:4]/[C:5]([C:7]1[C:12](=[O:13])[CH:11]=[CH:10][N:9]([C:14]2[CH:19]=[CH:18][CH:17]=[C:16]([O:20][C:21]([F:24])([F:23])[F:22])[CH:15]=2)[N:8]=1)=O.[C:26]1([NH:32]N)[CH:31]=[CH:30][CH:29]=[CH:28][CH:27]=1. No catalyst specified. The product is [C:26]1([N:32]2[C:5]([C:7]3[C:12](=[O:13])[CH:11]=[CH:10][N:9]([C:14]4[CH:19]=[CH:18][CH:17]=[C:16]([O:20][C:21]([F:24])([F:23])[F:22])[CH:15]=4)[N:8]=3)=[CH:4][CH:3]=[N:2]2)[CH:31]=[CH:30][CH:29]=[CH:28][CH:27]=1. The yield is 0.640. (2) The reactants are [CH3:1][N:2]1[C:7](=[O:8])[C:6]([NH:9][C:10]2[CH:15]=[CH:14][C:13]([N:16]3[CH2:21][CH2:20][N:19]([CH:22]4[CH2:25][O:24][CH2:23]4)[CH2:18][CH2:17]3)=[CH:12][N:11]=2)=[CH:5][C:4]([C:26]2[C:31]([CH:32]=[O:33])=[C:30]([N:34]3[CH2:46][CH2:45][N:37]4[C:38]5[CH2:39][CH2:40][CH2:41][CH2:42][C:43]=5[CH:44]=[C:36]4[C:35]3=[O:47])[N:29]=[CH:28][CH:27]=2)=[CH:3]1.[BH4-].[Na+]. The catalyst is CO. The product is [OH:33][CH2:32][C:31]1[C:30]([N:34]2[CH2:46][CH2:45][N:37]3[C:38]4[CH2:39][CH2:40][CH2:41][CH2:42][C:43]=4[CH:44]=[C:36]3[C:35]2=[O:47])=[N:29][CH:28]=[CH:27][C:26]=1[C:4]1[CH:5]=[C:6]([NH:9][C:10]2[CH:15]=[CH:14][C:13]([N:16]3[CH2:17][CH2:18][N:19]([CH:22]4[CH2:25][O:24][CH2:23]4)[CH2:20][CH2:21]3)=[CH:12][N:11]=2)[C:7](=[O:8])[N:2]([CH3:1])[CH:3]=1. The yield is 0.450.